From a dataset of Reaction yield outcomes from USPTO patents with 853,638 reactions. Predict the reaction yield, written as a fraction of the theoretical maximum amount of product (1.0 means a 100% yield; for example, 0.34 means a 34% yield). (1) The reactants are [Br:1][C:2]1[CH:28]=[CH:27][C:5]([C:6]([NH:8][NH:9][C:10](=[O:26])[C@H:11]([NH:15][C:16]2[CH:21]=[CH:20][C:19]([C:22]#[N:23])=[C:18]([Cl:24])[C:17]=2[CH3:25])[C@@H:12]([OH:14])[CH3:13])=[O:7])=[CH:4][CH:3]=1.N1C=CN=C1.[CH3:34][C:35]([Si:38](Cl)([CH3:40])[CH3:39])([CH3:37])[CH3:36]. The catalyst is CN(C=O)C. The product is [Br:1][C:2]1[CH:3]=[CH:4][C:5]([C:6]([NH:8][NH:9][C:10](=[O:26])[C@H:11]([NH:15][C:16]2[CH:21]=[CH:20][C:19]([C:22]#[N:23])=[C:18]([Cl:24])[C:17]=2[CH3:25])[C@@H:12]([O:14][Si:38]([C:35]([CH3:37])([CH3:36])[CH3:34])([CH3:40])[CH3:39])[CH3:13])=[O:7])=[CH:27][CH:28]=1. The yield is 0.940. (2) The reactants are [NH2:1][C:2]1[CH:3]=[C:4]([OH:11])[C:5](=[CH:9][CH:10]=1)[C:6]([OH:8])=[O:7].[Br:12][C:13]1[S:17][C:16]([S:18](Cl)(=[O:20])=[O:19])=[CH:15][CH:14]=1.CCOC(C)=O. The catalyst is O1CCOCC1. The product is [Br:12][C:13]1[S:17][C:16]([S:18]([NH:1][C:2]2[CH:10]=[CH:9][C:5]([C:6]([OH:8])=[O:7])=[C:4]([OH:11])[CH:3]=2)(=[O:20])=[O:19])=[CH:15][CH:14]=1. The yield is 0.450. (3) The reactants are [F:1][C:2]1[CH:3]=[N:4][C:5]2[CH:6]=[CH:7][C:8](=[O:29])[N:9]3[CH:13]([CH2:14][N:15]4[CH2:20][CH2:19][CH:18]([NH:21]C(=O)OC(C)(C)C)[CH2:17][CH2:16]4)[CH2:12][C:11]=1[C:10]=23. The catalyst is C(O)(C(F)(F)F)=O.C(Cl)Cl. The product is [NH2:21][CH:18]1[CH2:19][CH2:20][N:15]([CH2:14][CH:13]2[N:9]3[C:10]4[C:11](=[C:2]([F:1])[CH:3]=[N:4][C:5]=4[CH:6]=[CH:7][C:8]3=[O:29])[CH2:12]2)[CH2:16][CH2:17]1. The yield is 0.780. (4) The reactants are Br[C:2]1[CH:3]=[C:4]([CH3:12])[C:5]([F:11])=[C:6]([CH:10]=1)[C:7]([OH:9])=[O:8].[F:13][C:14]1[CH:15]=[C:16](B(O)O)[CH:17]=[CH:18][CH:19]=1.O1CCOCC1.C([O-])([O-])=O.[K+].[K+]. The catalyst is CCO.C1C=CC([P]([Pd]([P](C2C=CC=CC=2)(C2C=CC=CC=2)C2C=CC=CC=2)([P](C2C=CC=CC=2)(C2C=CC=CC=2)C2C=CC=CC=2)[P](C2C=CC=CC=2)(C2C=CC=CC=2)C2C=CC=CC=2)(C2C=CC=CC=2)C2C=CC=CC=2)=CC=1.O. The product is [F:11][C:5]1[C:4]([CH3:12])=[CH:3][C:2]([C:18]2[CH:17]=[CH:16][CH:15]=[C:14]([F:13])[CH:19]=2)=[CH:10][C:6]=1[C:7]([OH:9])=[O:8]. The yield is 0.730. (5) The product is [I:7][C:8]1[CH:9]=[CH:10][C:11]([C:14]2[C:18]3[CH2:19][N:20]([C:23](=[O:25])[CH3:24])[CH2:21][CH2:22][C:17]=3[N:16]([CH2:26][CH:28]3[CH2:29][O:30]3)[N:15]=2)=[CH:12][CH:13]=1. The yield is 0.580. The catalyst is CN(C=O)C. The reactants are C([O-])([O-])=O.[Cs+].[Cs+].[I:7][C:8]1[CH:13]=[CH:12][C:11]([C:14]2[C:18]3[CH2:19][N:20]([C:23](=[O:25])[CH3:24])[CH2:21][CH2:22][C:17]=3[NH:16][N:15]=2)=[CH:10][CH:9]=1.[CH2:26]([CH:28]1[O:30][CH2:29]1)Cl.